This data is from Reaction yield outcomes from USPTO patents with 853,638 reactions. The task is: Predict the reaction yield, written as a fraction of the theoretical maximum amount of product (1.0 means a 100% yield; for example, 0.34 means a 34% yield). (1) The reactants are [CH2:1]([N:8]1[C:16]2[C:11](=[CH:12][C:13]([CH3:18])=[C:14]([OH:17])[CH:15]=2)[C:10]([CH3:20])([CH3:19])[C:9]1=[O:21])[C:2]1[CH:7]=[CH:6][CH:5]=[CH:4][CH:3]=1.N1C=CC=CC=1.[S:28](O[S:28]([C:31]([F:34])([F:33])[F:32])(=[O:30])=[O:29])([C:31]([F:34])([F:33])[F:32])(=[O:30])=[O:29]. The catalyst is ClCCl. The product is [CH2:1]([N:8]1[C:16]2[C:11](=[CH:12][C:13]([CH3:18])=[C:14]([O:17][S:28]([C:31]([F:34])([F:33])[F:32])(=[O:30])=[O:29])[CH:15]=2)[C:10]([CH3:19])([CH3:20])[C:9]1=[O:21])[C:2]1[CH:7]=[CH:6][CH:5]=[CH:4][CH:3]=1. The yield is 0.950. (2) The reactants are [NH2:1][C:2]1[C:7]([NH2:8])=[C:6]([NH:9][C@@H:10]2[C@@H:15]3[CH2:16][C@@H:12]([CH:13]=[CH:14]3)[C@@H:11]2[C:17]([NH2:19])=[O:18])[C:5]([Br:20])=[CH:4][N:3]=1.[N:21]1([C:27]2[C:32]([CH:33]=O)=[CH:31][CH:30]=[CH:29][N:28]=2)[CH2:26][CH2:25][O:24][CH2:23][CH2:22]1. No catalyst specified. The product is [Br:20][C:5]1[C:6]([NH:9][C@@H:10]2[C@@H:15]3[CH2:16][C@@H:12]([CH:13]=[CH:14]3)[C@@H:11]2[C:17]([NH2:19])=[O:18])=[C:7]2[N:8]=[C:33]([C:32]3[C:27]([N:21]4[CH2:22][CH2:23][O:24][CH2:25][CH2:26]4)=[N:28][CH:29]=[CH:30][CH:31]=3)[NH:1][C:2]2=[N:3][CH:4]=1. The yield is 0.420. (3) The product is [ClH:41].[CH2:1]([N:3]1[C:8]2[N:9]=[C:10]([NH:13][C:14]3[CH:19]=[CH:18][C:17]([N:20]4[CH2:25][CH2:24][NH:23][CH2:22][CH2:21]4)=[C:16]([F:33])[CH:15]=3)[N:11]=[CH:12][C:7]=2[CH:6]=[C:5]([C:34]2[CH:35]=[CH:36][CH:37]=[CH:38][CH:39]=2)[C:4]1=[O:40])[CH3:2]. The reactants are [CH2:1]([N:3]1[C:8]2[N:9]=[C:10]([NH:13][C:14]3[CH:19]=[CH:18][C:17]([N:20]4[CH2:25][CH2:24][N:23](C(OC(C)(C)C)=O)[CH2:22][CH2:21]4)=[C:16]([F:33])[CH:15]=3)[N:11]=[CH:12][C:7]=2[CH:6]=[C:5]([C:34]2[CH:39]=[CH:38][CH:37]=[CH:36][CH:35]=2)[C:4]1=[O:40])[CH3:2].[ClH:41]. The catalyst is C(OCC)(=O)C.C(OCC)C. The yield is 0.870. (4) The reactants are [F:1][C:2]1[CH:7]=[CH:6][C:5]([F:8])=[CH:4][C:3]=1[OH:9].[N+:10]([O-])([OH:12])=[O:11]. The catalyst is C(O)(=O)C.C(Cl)Cl. The product is [F:1][C:2]1[CH:7]=[C:6]([N+:10]([O-:12])=[O:11])[C:5]([F:8])=[CH:4][C:3]=1[OH:9]. The yield is 0.260. (5) The reactants are Br[C:2]1[C:7](=[O:8])[C:6]([O:9][CH3:10])=[CH:5][N:4]([C:11]2[C:24]([F:25])=[CH:23][C:14]3[O:15][C:16]([F:22])([F:21])[C:17]([F:20])([F:19])[O:18][C:13]=3[CH:12]=2)[N:3]=1.[C:26]1([N:32]2[C:36](B3OC(C)(C)C(C)(C)O3)=[CH:35][CH:34]=[N:33]2)[CH:31]=[CH:30][CH:29]=[CH:28][CH:27]=1.C([O-])([O-])=O.[K+].[K+]. The catalyst is C1(C)C=CC=CC=1.O.[Cl-].[Na+].O.C([O-])(O)=O.[Na+]. The product is [CH3:10][O:9][C:6]1[C:7](=[O:8])[C:2]([C:36]2[N:32]([C:26]3[CH:27]=[CH:28][CH:29]=[CH:30][CH:31]=3)[N:33]=[CH:34][CH:35]=2)=[N:3][N:4]([C:11]2[C:24]([F:25])=[CH:23][C:14]3[O:15][C:16]([F:22])([F:21])[C:17]([F:20])([F:19])[O:18][C:13]=3[CH:12]=2)[CH:5]=1. The yield is 0.660. (6) The reactants are Cl.[CH:2]([N:5]1[C:9]([C:10]2[N:19]=[C:18]3[N:12]([CH2:13][CH2:14][O:15][C:16]4[CH:23]=[C:22]([CH:24]5[CH2:29][CH2:28][NH:27][CH2:26][CH2:25]5)[CH:21]=[CH:20][C:17]=43)[CH:11]=2)=[N:8][C:7]([CH3:30])=[N:6]1)([CH3:4])[CH3:3].[CH3:31][N:32]([CH3:37])[C:33](=[O:36])[CH2:34]Cl. The catalyst is C(Cl)Cl.CCCC[N+](CCCC)(CCCC)CCCC.[I-]. The product is [CH:2]([N:5]1[C:9]([C:10]2[N:19]=[C:18]3[C:17]4[CH:20]=[CH:21][C:22]([CH:24]5[CH2:29][CH2:28][N:27]([CH2:34][C:33]([N:32]([CH3:37])[CH3:31])=[O:36])[CH2:26][CH2:25]5)=[CH:23][C:16]=4[O:15][CH2:14][CH2:13][N:12]3[CH:11]=2)=[N:8][C:7]([CH3:30])=[N:6]1)([CH3:4])[CH3:3]. The yield is 0.380.